This data is from Catalyst prediction with 721,799 reactions and 888 catalyst types from USPTO. The task is: Predict which catalyst facilitates the given reaction. (1) Reactant: [F:1][C:2]1[CH:7]=[CH:6][C:5]([C@H:8]2[NH:19][C:18](=[O:20])[CH2:17][CH2:16][CH:15]=[CH:14][CH2:13][C@@H:12]([NH:21][C:22](=O)[O:23]C(C)(C)C)[C:11](=[O:29])[O:10][CH2:9]2)=[CH:4][CH:3]=1.[CH2:30]([SiH](CC)CC)C.FC(F)(F)C(O)=O.C(N(CC)CC)C.C(OC(=O)C)(=O)C. Product: [F:1][C:2]1[CH:7]=[CH:6][C:5]([C@H:8]2[NH:19][C:18](=[O:20])[CH2:17][CH2:16][CH:15]=[CH:14][CH2:13][C@@H:12]([NH:21][C:22](=[O:23])[CH3:30])[C:11](=[O:29])[O:10][CH2:9]2)=[CH:4][CH:3]=1. The catalyst class is: 4. (2) Reactant: FC(F)(F)C(O)=O.[OH:8][CH2:9][CH2:10][O:11][CH2:12][CH2:13][N:14]([CH2:59][CH2:60][CH2:61][CH2:62][CH2:63][O:64][C:65]1[CH:70]=[CH:69][C:68]([C:71]2[C:72]([CH3:98])=[C:73]([C:80]([C:82]3[CH:91]=[C:90]4[C:85]([C:86](=[O:97])[N:87]([CH2:93][C:94]([O-:96])=[O:95])[C:88](=[O:92])[NH:89]4)=[CH:84][CH:83]=3)=[O:81])[N:74]3[C:79]=2[CH:78]=[CH:77][CH:76]=[CH:75]3)=[CH:67][CH:66]=1)[CH2:15][CH2:16][CH2:17][CH2:18][CH2:19][O:20][C:21]1[CH:26]=[CH:25][C:24]([C:27]2[C:28]([CH3:58])=[C:29]([C:36]([C:38]3[CH:47]=[C:46]4[C:41]([C:42](=[O:57])[N:43]([CH2:49][C:50]([O:52]C(C)(C)C)=[O:51])[C:44](=[O:48])[NH:45]4)=[CH:40][CH:39]=3)=[O:37])[N:30]3[C:35]=2[CH:34]=[CH:33][CH:32]=[CH:31]3)=[CH:23][CH:22]=1.O. Product: [OH:8][CH2:9][CH2:10][O:11][CH2:12][CH2:13][N:14]([CH2:59][CH2:60][CH2:61][CH2:62][CH2:63][O:64][C:65]1[CH:70]=[CH:69][C:68]([C:71]2[C:72]([CH3:98])=[C:73]([C:80]([C:82]3[CH:91]=[C:90]4[C:85]([C:86](=[O:97])[N:87]([CH2:93][C:94]([OH:96])=[O:95])[C:88](=[O:92])[NH:89]4)=[CH:84][CH:83]=3)=[O:81])[N:74]3[C:79]=2[CH:78]=[CH:77][CH:76]=[CH:75]3)=[CH:67][CH:66]=1)[CH2:15][CH2:16][CH2:17][CH2:18][CH2:19][O:20][C:21]1[CH:26]=[CH:25][C:24]([C:27]2[C:28]([CH3:58])=[C:29]([C:36]([C:38]3[CH:47]=[C:46]4[C:41]([C:42](=[O:57])[N:43]([CH2:49][C:50]([OH:52])=[O:51])[C:44](=[O:48])[NH:45]4)=[CH:40][CH:39]=3)=[O:37])[N:30]3[C:35]=2[CH:34]=[CH:33][CH:32]=[CH:31]3)=[CH:23][CH:22]=1. The catalyst class is: 61.